This data is from Full USPTO retrosynthesis dataset with 1.9M reactions from patents (1976-2016). The task is: Predict the reactants needed to synthesize the given product. (1) Given the product [Cl:37][C:34]1[CH:35]=[CH:36][C:31]([CH2:30][N:26]([CH:27]2[CH2:29][CH2:28]2)[C:25]([CH:23]2[CH2:22][CH:21]([NH:45][C:50]([CH:46]3[CH2:49][CH2:48][CH2:47]3)=[O:51])[CH2:20][NH:19][CH2:24]2)=[O:44])=[CH:32][C:33]=1[O:38][CH2:39][CH2:40][CH2:41][O:42][CH3:43], predict the reactants needed to synthesize it. The reactants are: Cl.C1C2C(COC([N:19]3[CH2:24][C@@H:23]([C:25](=[O:44])[N:26]([CH2:30][C:31]4[CH:36]=[CH:35][C:34]([Cl:37])=[C:33]([O:38][CH2:39][CH2:40][CH2:41][O:42][CH3:43])[CH:32]=4)[CH:27]4[CH2:29][CH2:28]4)[CH2:22][C@@H:21]([NH2:45])[CH2:20]3)=O)C3C(=CC=CC=3)C=2C=CC=1.[CH:46]1([C:50](Cl)=[O:51])[CH2:49][CH2:48][CH2:47]1. (2) Given the product [Cl:22][C:23]1[C:24]([C:29]2[CH:37]=[CH:36][C:32]([C:33]3[NH:10][C:5]4[CH:4]=[C:3]([C:2]([F:11])([F:12])[F:1])[CH:8]=[CH:7][C:6]=4[N:9]=3)=[CH:31][CH:30]=2)=[N:25][CH:26]=[CH:27][CH:28]=1, predict the reactants needed to synthesize it. The reactants are: [F:1][C:2]([F:12])([F:11])[C:3]1[CH:4]=[C:5]([NH2:10])[C:6]([NH2:9])=[CH:7][CH:8]=1.C(N(C(C)C)CC)(C)C.[Cl:22][C:23]1[C:24]([C:29]2[CH:37]=[CH:36][C:32]([C:33](O)=O)=[CH:31][CH:30]=2)=[N:25][CH:26]=[CH:27][CH:28]=1. (3) The reactants are: C([O:8][C:9]([C:11]1[S:12][C:13]([CH:16]=[CH:17][C:18]([O:20][C:21]([CH3:24])([CH3:23])[CH3:22])=[O:19])=[CH:14][CH:15]=1)=[O:10])C1C=CC=CC=1. Given the product [C:21]([O:20][C:18]([CH2:17][CH2:16][C:13]1[S:12][C:11]([C:9]([OH:10])=[O:8])=[CH:15][CH:14]=1)=[O:19])([CH3:24])([CH3:22])[CH3:23], predict the reactants needed to synthesize it. (4) Given the product [CH3:1][O:2][C:3]1[CH:11]=[C:10]2[C:6]([CH2:7][CH2:8][C:9]2=[O:12])=[CH:5][C:4]=1[C:23]1[N:28]=[N:27][C:26]([N:29]([CH3:40])[CH:30]2[CH2:35][C:34]([CH3:36])([CH3:37])[NH:33][C:32]([CH3:39])([CH3:38])[CH2:31]2)=[CH:25][CH:24]=1, predict the reactants needed to synthesize it. The reactants are: [CH3:1][O:2][C:3]1[CH:11]=[C:10]2[C:6]([CH2:7][CH2:8][C:9]2=[O:12])=[CH:5][C:4]=1B1OC(C)(C)C(C)(C)O1.Cl[C:23]1[N:28]=[N:27][C:26]([N:29]([CH3:40])[CH:30]2[CH2:35][C:34]([CH3:37])([CH3:36])[NH:33][C:32]([CH3:39])([CH3:38])[CH2:31]2)=[CH:25][CH:24]=1. (5) The reactants are: [CH2:1]([S:3][CH2:4][C:5]1[CH:10]=[CH:9][N:8]=[C:7]([NH2:11])[CH:6]=1)[CH3:2].Cl[C:13]1[CH:18]=[C:17]([C:19]2[CH:24]=[CH:23][C:22]([F:25])=[CH:21][C:20]=2[O:26][CH3:27])[N:16]=[CH:15][N:14]=1.C1(P(C2CCCCC2)C2C=CC=CC=2C2C(C(C)C)=CC(C(C)C)=CC=2C(C)C)CCCCC1.P([O-])([O-])([O-])=O.[K+].[K+].[K+]. Given the product [CH2:1]([S:3][CH2:4][C:5]1[CH:10]=[CH:9][N:8]=[C:7]([NH:11][C:13]2[CH:18]=[C:17]([C:19]3[CH:24]=[CH:23][C:22]([F:25])=[CH:21][C:20]=3[O:26][CH3:27])[N:16]=[CH:15][N:14]=2)[CH:6]=1)[CH3:2], predict the reactants needed to synthesize it. (6) The reactants are: Br[CH2:2][C:3]1[CH:4]=[C:5]([CH:18]=[C:19]([N:21]([CH3:26])[S:22]([CH3:25])(=[O:24])=[O:23])[CH:20]=1)[C:6]([NH:8][C@@H:9]([C:11]1[CH:16]=[CH:15][C:14]([F:17])=[CH:13][CH:12]=1)[CH3:10])=[O:7].[OH:27][CH2:28][C:29]([NH:38]C(=O)OC(C)(C)C)([CH2:36][OH:37])[CH2:30][C:31]1[CH:35]=[CH:34][S:33][CH:32]=1.C(C1C=CC=C(C(C)(C)C)N=1)(C)(C)C.[C:60]([OH:66])([C:62]([F:65])([F:64])[F:63])=[O:61]. Given the product [NH2:38][C:29]([CH2:30][C:31]1[CH:35]=[CH:34][S:33][CH:32]=1)([CH2:28][OH:27])[CH2:36][O:37][CH2:2][C:3]1[CH:4]=[C:5]([CH:18]=[C:19]([N:21]([CH3:26])[S:22]([CH3:25])(=[O:24])=[O:23])[CH:20]=1)[C:6]([NH:8][C@@H:9]([C:11]1[CH:16]=[CH:15][C:14]([F:17])=[CH:13][CH:12]=1)[CH3:10])=[O:7].[C:60]([OH:66])([C:62]([F:65])([F:64])[F:63])=[O:61], predict the reactants needed to synthesize it.